Dataset: Experimentally validated miRNA-target interactions with 360,000+ pairs, plus equal number of negative samples. Task: Binary Classification. Given a miRNA mature sequence and a target amino acid sequence, predict their likelihood of interaction. (1) The miRNA is hsa-miR-659-3p with sequence CUUGGUUCAGGGAGGGUCCCCA. The protein sequence of the target gene is MTGRVCRGCGGTDIELDAARGDAVCTACGSVLEDNIIVSEVQFVESSGGGSSAVGQFVSLDGAGKTPTLGGGFHVNLGKESRAQTLQNGRRHIHHLGNQLQLNQHCLDTAFNFFKMAVSRHLTRGRKMAHVIAACLYLVCRTEGTPHMLLDLSDLLQVNVYVLGKTFLLLARELCINAPAIDPCLYIPRFAHLLEFGEKNHEVSMTALRLLQRMKRDWMHTGRRPSGLCGAALLVAARMHDFRRTVKEVISVVKVCESTLRKRLTEFEDTPTSQLTIDEFMKIDLEEECDPPSYTAGQRK.... Result: 0 (no interaction). (2) The miRNA is mmu-miR-682 with sequence CUGCAGUCACAGUGAAGUCUG. Result: 0 (no interaction). The protein sequence of the target gene is MGEKVSEAPEPVPRGCSGHGSRTPASALVAASSPGASSAESSSGSETLSEEGEPGGFSREHQPPPPPPLGGTLGARAPAAWAPASVLLERGVLALPPPLPGGAVPPAPRGSSASQEEQDEELDHILSPPPMPFRKCSNPDVASGPGKSLKYKRQLSEDGRQLRRGSLGGALTGRYLLPNPVAGQAWPASAETSNLVRMRSQALGQSAPSLTASLKELSLPRRGSFCRTSNRKSLIGNGQSPALPRPHSPLSAHAGNSPQDSPRNFSPSASAHFSFARRTDGRRWSLASLPSSGYGTNTPS.... (3) The miRNA is mmu-miR-466e-3p with sequence UAUACAUACACGCACACAUAAGA. The protein sequence of the target gene is MGCCGCSGGCGSSCGGCDSSCGSCGSGCRGCGPSCCAPVYCCKPVCCCVPACSCSSCGKRGCGSCGGSKGGCGSCGCSQCSCCKPCCCSSGCGSSCCQCSCCKPYCSQCSCCKPCCSSSGRGSSCCQSSCCKPCCSSSGCGSSCCQSSCCKPCCSQSRCCVPVCYQCKI. Result: 0 (no interaction).